This data is from Catalyst prediction with 721,799 reactions and 888 catalyst types from USPTO. The task is: Predict which catalyst facilitates the given reaction. (1) Reactant: [Br:1][C:2]1[CH:7]=[CH:6][C:5]([NH:8][C:9]2[C:10](C(O)=O)=[CH:11][C:12]3[O:16][CH:15]=[N:14][C:13]=3[C:17]=2[F:18])=[C:4]([Cl:22])[CH:3]=1.C1C=CC(P(N=[N+]=[N-])(C2C=CC=CC=2)=[O:30])=CC=1.C([N:42]([CH2:45]C)CC)C. Product: [Br:1][C:2]1[CH:7]=[CH:6][C:5]([N:8]2[C:9]3[C:10](=[CH:11][C:12]4[O:16][CH:15]=[N:14][C:13]=4[C:17]=3[F:18])[NH:42][C:45]2=[O:30])=[C:4]([Cl:22])[CH:3]=1. The catalyst class is: 218. (2) Reactant: [F:1][C:2]1[CH:7]=[CH:6][C:5]([NH:8][C:9]2[O:13][C:12]([C:14]([NH:16][C:17]3[CH:22]=[CH:21][C:20]([S:23]([CH:26]4[CH2:31][CH2:30][CH:29]([C:32]([O:34]C)=[O:33])[CH2:28][CH2:27]4)(=[O:25])=[O:24])=[CH:19][CH:18]=3)=[O:15])=[N:11][N:10]=2)=[CH:4][CH:3]=1.C1COCC1.[OH-].[Li+].C(O)(=O)CC(CC(O)=O)(C(O)=O)O. Product: [F:1][C:2]1[CH:7]=[CH:6][C:5]([NH:8][C:9]2[O:13][C:12]([C:14]([NH:16][C:17]3[CH:18]=[CH:19][C:20]([S:23]([CH:26]4[CH2:27][CH2:28][CH:29]([C:32]([OH:34])=[O:33])[CH2:30][CH2:31]4)(=[O:25])=[O:24])=[CH:21][CH:22]=3)=[O:15])=[N:11][N:10]=2)=[CH:4][CH:3]=1. The catalyst class is: 72. (3) Reactant: C(OC(=O)[CH:7]([C:15]1[CH:20]=[C:19]([C:21]([O:23][CH3:24])=[O:22])[CH:18]=[CH:17][C:16]=1[NH:25][CH:26]1[CH2:31][CH2:30][N:29]([C:32]([O:34][CH2:35][C:36]2[CH:41]=[CH:40][CH:39]=[CH:38][CH:37]=2)=[O:33])[CH2:28][CH2:27]1)[C:8]([O:10]C(C)(C)C)=O)(C)(C)C.O.C1(C)C=CC(S(O)(=O)=O)=CC=1. Product: [CH2:35]([O:34][C:32]([N:29]1[CH2:30][CH2:31][CH:26]([N:25]2[C:16]3[C:15](=[CH:20][C:19]([C:21]([O:23][CH3:24])=[O:22])=[CH:18][CH:17]=3)[CH2:7][C:8]2=[O:10])[CH2:27][CH2:28]1)=[O:33])[C:36]1[CH:41]=[CH:40][CH:39]=[CH:38][CH:37]=1. The catalyst class is: 11. (4) Reactant: C([N:8]1[CH2:13][CH2:12][N:11]([C:14]2[CH:19]=[CH:18][CH:17]=[CH:16][C:15]=2[CH2:20][O:21][CH3:22])[CH2:10][CH2:9]1)C1C=CC=CC=1.C([O-])=O.[NH4+]. Product: [CH3:22][O:21][CH2:20][C:15]1[CH:16]=[CH:17][CH:18]=[CH:19][C:14]=1[N:11]1[CH2:12][CH2:13][NH:8][CH2:9][CH2:10]1. The catalyst class is: 19. (5) Reactant: O1CCC[O:3][CH:2]1[C:7]1[C:12]2[O:13][C:14](=[O:21])[C:15]3[CH2:16][NH:17][CH2:18][CH2:19][C:20]=3[C:11]=2[CH:10]=[CH:9][C:8]=1[OH:22].N1C=CC=CC=1.[C:29](Cl)(=[O:31])[CH3:30]. Product: [C:29]([N:17]1[CH2:18][CH2:19][C:20]2[C:11]3[C:12]([O:13][C:14](=[O:21])[C:15]=2[CH2:16]1)=[C:7]([CH:2]=[O:3])[C:8]([OH:22])=[CH:9][CH:10]=3)(=[O:31])[CH3:30]. The catalyst class is: 2. (6) Reactant: [Cl:1][C:2]1[CH:7]=[CH:6][CH:5]=[C:4]([F:8])[C:3]=1[C:9]1[NH:13][C:12](=[O:14])[N:11]([C:15]2[CH:23]=[CH:22][C:18]([C:19]([OH:21])=O)=[CH:17][CH:16]=2)[N:10]=1.C(N(C(C)C)CC)(C)C.CN(C(ON1N=NC2C=CC=CC1=2)=[N+](C)C)C.[B-](F)(F)(F)F.[F:55][C:56]([F:68])([F:67])[C:57]1[CH:62]=[CH:61][CH:60]=[CH:59][C:58]=1[C:63]1([NH2:66])[CH2:65][CH2:64]1. Product: [Cl:1][C:2]1[CH:7]=[CH:6][CH:5]=[C:4]([F:8])[C:3]=1[C:9]1[NH:13][C:12](=[O:14])[N:11]([C:15]2[CH:23]=[CH:22][C:18]([C:19]([NH:66][C:63]3([C:58]4[CH:59]=[CH:60][CH:61]=[CH:62][C:57]=4[C:56]([F:55])([F:67])[F:68])[CH2:65][CH2:64]3)=[O:21])=[CH:17][CH:16]=2)[N:10]=1. The catalyst class is: 1. (7) Reactant: [Cl:1][C:2]1[CH:10]=[CH:9][CH:8]=[C:7]2[C:3]=1[C:4]([C:21](=[O:32])[NH:22][CH2:23][CH:24]1[CH2:29][CH2:28][C:27]([F:31])([F:30])[CH2:26][CH2:25]1)=[CH:5][N:6]2[CH2:11][CH:12]1[CH2:17][CH2:16][CH2:15][CH2:14][N:13]1C([O-])=O.C(O)(C(F)(F)F)=O. Product: [Cl:1][C:2]1[CH:10]=[CH:9][CH:8]=[C:7]2[C:3]=1[C:4]([C:21]([NH:22][CH2:23][CH:24]1[CH2:25][CH2:26][C:27]([F:31])([F:30])[CH2:28][CH2:29]1)=[O:32])=[CH:5][N:6]2[CH2:11][CH:12]1[CH2:17][CH2:16][CH2:15][CH2:14][NH:13]1. The catalyst class is: 2.